From a dataset of Experimentally validated miRNA-target interactions with 360,000+ pairs, plus equal number of negative samples. Binary Classification. Given a miRNA mature sequence and a target amino acid sequence, predict their likelihood of interaction. (1) The miRNA is dre-miR-133c-3p with sequence UUUGGUCCCUUUCAACCAGCUA. Result: 0 (no interaction). The protein sequence of the target gene is MATPPKRRAVEATGEKVLRYETFISDVLQRDLRKVLDHRDKVYEQLAKYLQLRNVIERLQEAKHSELYMQVDLGCNFFVDTVVPDTSRIYVALGYGFFLELTLAEALKFIDRKSSLLTELSNSLTKDSMNIKAHIHMLLEGLRELQGLQNFPEKPHH. (2) The miRNA is hsa-miR-6738-3p with sequence CUUCUGCCUGCAUUCUACUCCCAG. The protein sequence of the target gene is MFFYLSKKISIPNNVKLQCVSWNKEQGFIACGGEDGLLKVLKLETQTDDAKLRGLAAPSNLSMNQTLEGHSGSVQVVTWNEQYQKLTTSDENGLIIVWMLYKGSWIEEMINNRNKSVVRSMSWNADGQKICIVYEDGAVIVGSVDGNRIWGKDLKGIQLSHVTWSADSKVLLFGMANGEIHIYDNQGNFMIKMKLSCLVNVTGAISIAGIHWYHGTEGYVEPDCPCLAVCFDNGRCQIMRHENDQNPVLIDTGMYVVGIQWNHMGSVLAVAGFQKAAMQDKDVNIVQFYTPFGEHLGTLK.... Result: 1 (interaction).